Dataset: Forward reaction prediction with 1.9M reactions from USPTO patents (1976-2016). Task: Predict the product of the given reaction. (1) Given the reactants CC(OI1(OC(C)=O)(OC(C)=O)OC(=O)C2C=CC=CC1=2)=O.[CH:23]1[C:35]2[CH:34]([CH2:36][O:37][C:38]([N:40]3[CH2:44][CH2:43][C@H:42]4[N:45]([S:49]([C:52]5[CH:57]=[CH:56][CH:55]=[CH:54][CH:53]=5)(=[O:51])=[O:50])[CH2:46][C@H:47]([OH:48])[C@@H:41]34)=[O:39])[C:33]3[C:28](=[CH:29][CH:30]=[CH:31][CH:32]=3)[C:27]=2[CH:26]=[CH:25][CH:24]=1, predict the reaction product. The product is: [CH:32]1[C:33]2[CH:34]([CH2:36][O:37][C:38]([N:40]3[CH2:44][CH2:43][C@H:42]4[N:45]([S:49]([C:52]5[CH:53]=[CH:54][CH:55]=[CH:56][CH:57]=5)(=[O:51])=[O:50])[CH2:46][C:47](=[O:48])[C@@H:41]34)=[O:39])[C:35]3[C:27](=[CH:26][CH:25]=[CH:24][CH:23]=3)[C:28]=2[CH:29]=[CH:30][CH:31]=1. (2) Given the reactants Cl.Cl.[NH:3]1[CH2:6][CH:5]([C:7]2[C:8]([O:28][CH3:29])=[C:9]([CH:15]([N:17]3[C:21]4=[N:22][CH:23]=[N:24][C:25]([NH2:26])=[C:20]4[C:19]([CH3:27])=[N:18]3)[CH3:16])[CH:10]=[C:11]([Cl:14])[C:12]=2[CH3:13])[CH2:4]1.[CH:30](=O)[CH3:31], predict the reaction product. The product is: [Cl:14][C:11]1[C:12]([CH3:13])=[C:7]([CH:5]2[CH2:4][N:3]([CH2:30][CH3:31])[CH2:6]2)[C:8]([O:28][CH3:29])=[C:9]([CH:15]([N:17]2[C:21]3=[N:22][CH:23]=[N:24][C:25]([NH2:26])=[C:20]3[C:19]([CH3:27])=[N:18]2)[CH3:16])[CH:10]=1.